The task is: Predict the reaction yield, written as a fraction of the theoretical maximum amount of product (1.0 means a 100% yield; for example, 0.34 means a 34% yield).. This data is from Reaction yield outcomes from USPTO patents with 853,638 reactions. (1) The reactants are [F:1][C:2]1[CH:10]=[C:9]([F:11])[CH:8]=[C:7]2[C:3]=1[CH2:4][CH2:5][NH:6]2.[Br:12]N1C(=O)CCC1=O. The catalyst is C(#N)C. The product is [Br:12][C:10]1[C:2]([F:1])=[C:3]2[C:7](=[CH:8][C:9]=1[F:11])[NH:6][CH2:5][CH2:4]2. The yield is 0.580. (2) The reactants are [Cl:1][C:2]1[CH:3]=[C:4]([CH:7]=[CH:8][C:9]=1[OH:10])[CH:5]=[O:6].[CH:11]1[CH:16]=[CH:15][C:14]([CH2:17]Br)=[CH:13][CH:12]=1.C([O-])([O-])=O.[K+].[K+].O. The catalyst is CC#N. The product is [CH2:17]([O:10][C:9]1[CH:8]=[CH:7][C:4]([CH:5]=[O:6])=[CH:3][C:2]=1[Cl:1])[C:14]1[CH:15]=[CH:16][CH:11]=[CH:12][CH:13]=1. The yield is 0.950. (3) The reactants are [CH3:1][O:2][C:3]1[CH:4]=[C:5]2[C:10](=[CH:11][C:12]=1[OH:13])[N:9]=[CH:8][CH:7]=[C:6]2[O:14][C:15]1[C:16]([C:23]2[CH:28]=[CH:27][CH:26]=[C:25]([CH3:29])[N:24]=2)=[N:17][C:18]([CH3:22])=[C:19]([CH3:21])[CH:20]=1.C(=O)([O-])[O-].[K+].[K+].Br[CH2:37][CH2:38][OH:39]. The catalyst is CN(C)C=O. The product is [CH3:1][O:2][C:3]1[CH:4]=[C:5]2[C:10](=[CH:11][C:12]=1[O:13][CH2:37][CH2:38][OH:39])[N:9]=[CH:8][CH:7]=[C:6]2[O:14][C:15]1[C:16]([C:23]2[CH:28]=[CH:27][CH:26]=[C:25]([CH3:29])[N:24]=2)=[N:17][C:18]([CH3:22])=[C:19]([CH3:21])[CH:20]=1. The yield is 0.510. (4) The reactants are Br[CH2:2][CH2:3][O:4][C:5]1[CH:10]=[CH:9][C:8]([N+:11]([O-:13])=[O:12])=[CH:7][CH:6]=1.C([O-])([O-])=O.[K+].[K+].[N:20]1([C:26]([O:28][C:29]([CH3:32])([CH3:31])[CH3:30])=[O:27])[CH2:25][CH2:24][NH:23][CH2:22][CH2:21]1. The catalyst is CN(C=O)C. The product is [N+:11]([C:8]1[CH:9]=[CH:10][C:5]([O:4][CH2:3][CH2:2][N:23]2[CH2:22][CH2:21][N:20]([C:26]([O:28][C:29]([CH3:32])([CH3:31])[CH3:30])=[O:27])[CH2:25][CH2:24]2)=[CH:6][CH:7]=1)([O-:13])=[O:12]. The yield is 0.710. (5) The reactants are [NH2:1][C:2]1[N:7]=[C:6]([CH3:8])[C:5]([Br:9])=[CH:4][CH:3]=1.[CH2:10]([O:12][C:13](=[C:17]([C:21]([O-])=O)[C:18]([O-])=[O:19])[O:14]CC)[CH3:11]. No catalyst specified. The product is [Br:9][C:5]1[CH:4]=[C:3]2[C:2](=[N:7][C:6]=1[CH3:8])[N:1]=[CH:21][C:17]([C:13]([O:12][CH2:10][CH3:11])=[O:14])=[C:18]2[OH:19]. The yield is 0.350. (6) The reactants are [CH2:1]([NH:5][C:6]1[CH:11]=[CH:10][CH:9]=[CH:8][CH:7]=1)[CH2:2][CH2:3][CH3:4].Cl(O)(=O)(=O)=O.[OH-:17].[NH4+:18]. The catalyst is Cl. The product is [CH2:1]([NH:5][C:6]1[CH:11]=[CH:10][C:9]([N:18]2[CH2:10][CH2:11][C:6](=[O:17])[CH2:7][CH2:8]2)=[CH:8][CH:7]=1)[CH2:2][CH2:3][CH3:4]. The yield is 0.820. (7) The reactants are FC(F)(F)S(O[C:7]1[CH:12]=[CH:11][C:10]([N:13]2[CH:18]=[C:17]([O:19][CH3:20])[C:16](=[O:21])[C:15]([C:22]3[N:26]([C:27]4[CH:32]=[CH:31][CH:30]=[CH:29][CH:28]=4)[N:25]=[CH:24][CH:23]=3)=[N:14]2)=[C:9]([F:33])[CH:8]=1)(=O)=O.[CH3:36][N:37]1[CH:41]=[C:40](B2OC(C)(C)C(C)(C)O2)[CH:39]=[N:38]1.C([O-])([O-])=O.[Na+].[Na+].COCCOC. The catalyst is C1C=CC([P]([Pd]([P](C2C=CC=CC=2)(C2C=CC=CC=2)C2C=CC=CC=2)([P](C2C=CC=CC=2)(C2C=CC=CC=2)C2C=CC=CC=2)[P](C2C=CC=CC=2)(C2C=CC=CC=2)C2C=CC=CC=2)(C2C=CC=CC=2)C2C=CC=CC=2)=CC=1.O. The product is [F:33][C:9]1[CH:8]=[C:7]([C:40]2[CH:39]=[N:38][N:37]([CH3:36])[CH:41]=2)[CH:12]=[CH:11][C:10]=1[N:13]1[CH:18]=[C:17]([O:19][CH3:20])[C:16](=[O:21])[C:15]([C:22]2[N:26]([C:27]3[CH:32]=[CH:31][CH:30]=[CH:29][CH:28]=3)[N:25]=[CH:24][CH:23]=2)=[N:14]1. The yield is 0.810. (8) The reactants are [CH3:1][C:2]1[N:7]2[N:8]=[C:9]([CH:11]3[CH2:13][CH:12]3[C:14](N(OC)C)=[O:15])[N:10]=[C:6]2[C:5]([CH3:20])=[N:4][CH:3]=1.[CH2:21]([Mg]Br)[CH3:22]. The catalyst is C1COCC1. The product is [CH3:1][C:2]1[N:7]2[N:8]=[C:9]([CH:11]3[CH2:13][CH:12]3[C:14](=[O:15])[CH2:21][CH3:22])[N:10]=[C:6]2[C:5]([CH3:20])=[N:4][CH:3]=1. The yield is 0.730. (9) The product is [CH:11]([N:24]1[CH2:27][C:26](=[O:28])[CH2:25]1)([C:18]1[CH:23]=[CH:22][CH:21]=[CH:20][CH:19]=1)[C:12]1[CH:13]=[CH:14][CH:15]=[CH:16][CH:17]=1. The yield is 0.740. The reactants are C(Cl)(=O)C(Cl)=O.CS(C)=O.[CH:11]([N:24]1[CH2:27][CH:26]([OH:28])[CH2:25]1)([C:18]1[CH:23]=[CH:22][CH:21]=[CH:20][CH:19]=1)[C:12]1[CH:17]=[CH:16][CH:15]=[CH:14][CH:13]=1.CS(C)=O.C(Cl)(=O)C(Cl)=O.C(N(CC)CC)C.Cl.[OH-].[Na+]. The catalyst is ClCCl. (10) The product is [CH3:15][N:14]([C:18]1[CH:17]=[CH:31][CH:30]=[CH:29][C:28]=1[O:27][C:22]1[CH:23]=[CH:24][CH:25]=[CH:26][CH:21]=1)[C:7]([NH:1][C:2]1[S:3][CH:4]=[CH:5][N:6]=1)=[O:8]. The yield is 0.730. The catalyst is ClC(Cl)C. The reactants are [NH2:1][C:2]1[S:3][CH:4]=[CH:5][N:6]=1.[C:7]([N:14]1[CH:18]=[CH:17]N=[CH:15]1)(N1C=CN=C1)=[O:8].CN[C:21]1[CH:26]=[CH:25][CH:24]=[CH:23][C:22]=1[O:27][C:28]1C=C[CH:31]=[CH:30][CH:29]=1.C(OCC)(=O)C.